From a dataset of hERG Central: cardiac toxicity at 1µM, 10µM, and general inhibition. Predict hERG channel inhibition at various concentrations. The molecule is O=C(CN1CCN(c2ccc([N+](=O)[O-])cc2)CC1)c1ccccc1. Results: hERG_inhib (hERG inhibition (general)): blocker.